From a dataset of Forward reaction prediction with 1.9M reactions from USPTO patents (1976-2016). Predict the product of the given reaction. (1) Given the reactants [CH2:1]([O:8][C:9]([N:11]1[CH2:15][CH2:14][CH2:13][C@H:12]1[C:16](=[O:33])[NH:17][C:18]1[CH:23]=[CH:22][CH:21]=[C:20](B2OC(C)(C)C(C)(C)O2)[CH:19]=1)=[O:10])[C:2]1[CH:7]=[CH:6][CH:5]=[CH:4][CH:3]=1.Br[C:35]1[CH:36]=[C:37]([CH2:41][C:42]([NH:44][CH:45]2[CH2:47][CH2:46]2)=[O:43])[CH:38]=[CH:39][CH:40]=1.CN(C=O)C, predict the reaction product. The product is: [CH2:1]([O:8][C:9]([N:11]1[CH2:15][CH2:14][CH2:13][C@H:12]1[C:16](=[O:33])[NH:17][C:18]1[CH:19]=[C:20]([C:35]2[CH:40]=[CH:39][CH:38]=[C:37]([CH2:41][C:42](=[O:43])[NH:44][CH:45]3[CH2:47][CH2:46]3)[CH:36]=2)[CH:21]=[CH:22][CH:23]=1)=[O:10])[C:2]1[CH:7]=[CH:6][CH:5]=[CH:4][CH:3]=1. (2) Given the reactants [Cl:1][C:2]1[C:7]([Cl:8])=[C:6]([Cl:9])[N:5]=[C:4]([C:10]([OH:12])=O)[CH:3]=1.S(Cl)([Cl:15])=O, predict the reaction product. The product is: [Cl:1][C:2]1[C:7]([Cl:8])=[C:6]([Cl:9])[N:5]=[C:4]([C:10]([Cl:15])=[O:12])[CH:3]=1. (3) Given the reactants [O:1]1[CH2:4][CH:3]([N:5]2[CH2:10][CH2:9][N:8]([C:11]3[CH:17]=[CH:16][C:14]([NH2:15])=[CH:13][CH:12]=3)[CH2:7][CH2:6]2)[CH2:2]1.CCN(C(C)C)C(C)C.[Br:27][C:28]1[N:29]=[C:30](Br)[C:31]2[N:32]([CH:34]=[CH:35][N:36]=2)[CH:33]=1, predict the reaction product. The product is: [Br:27][C:28]1[N:29]=[C:30]([NH:15][C:14]2[CH:16]=[CH:17][C:11]([N:8]3[CH2:7][CH2:6][N:5]([CH:3]4[CH2:4][O:1][CH2:2]4)[CH2:10][CH2:9]3)=[CH:12][CH:13]=2)[C:31]2[N:32]([CH:34]=[CH:35][N:36]=2)[CH:33]=1.